This data is from Forward reaction prediction with 1.9M reactions from USPTO patents (1976-2016). The task is: Predict the product of the given reaction. (1) Given the reactants [CH:1]1([N:7]2[C:12]3[C:13]4[CH:19]=[CH:18][N:17]([CH2:20][O:21][CH2:22][CH2:23][Si:24]([CH3:27])([CH3:26])[CH3:25])[C:14]=4[N:15]=[CH:16][C:11]=3[C:10](=[O:28])[N:9]=[CH:8]2)[CH2:6][CH2:5][CH2:4][CH2:3][CH2:2]1.[BH4-].[Na+].[Cl-].[NH4+].O, predict the reaction product. The product is: [CH:1]1([N:7]2[C:12]3[C:13]4[CH:19]=[CH:18][N:17]([CH2:20][O:21][CH2:22][CH2:23][Si:24]([CH3:26])([CH3:25])[CH3:27])[C:14]=4[N:15]=[CH:16][C:11]=3[C:10](=[O:28])[NH:9][CH2:8]2)[CH2:2][CH2:3][CH2:4][CH2:5][CH2:6]1. (2) Given the reactants [CH3:1][O:2][C:3]1[CH:4]=[C:5]2[C:10](=[CH:11][C:12]=1[O:13][CH3:14])[N:9]=[CH:8][CH:7]=[C:6]2[O:15][C:16]1[CH:22]=[CH:21][C:19]([NH2:20])=[CH:18][CH:17]=1.Cl[C:24](Cl)([O:26][C:27](=[O:33])OC(Cl)(Cl)Cl)Cl.[CH2:35](O)[CH2:36][CH2:37][CH2:38][CH2:39]C.C(=O)(O)[O-].[Na+], predict the reaction product. The product is: [CH3:1][O:2][C:3]1[CH:4]=[C:5]2[C:10](=[CH:11][C:12]=1[O:13][CH3:14])[N:9]=[CH:8][CH:7]=[C:6]2[O:15][C:16]1[CH:22]=[CH:21][C:19]([NH:20][C:27](=[O:33])[O:26][CH2:24][CH2:35][CH2:36][CH2:37][CH2:38][CH3:39])=[CH:18][CH:17]=1. (3) The product is: [Br:1][C:2]1[C:7]([O:8][C:9]2[CH:10]=[C:11]([CH:14]=[C:15]([Cl:17])[CH:16]=2)[C:12]#[N:13])=[C:6]([F:18])[C:5]([CH2:19][C:20]2[C:28]3[C:23](=[N:24][N:25]=[CH:26][CH:27]=3)[N:22]([CH2:29][OH:30])[N:21]=2)=[CH:4][CH:3]=1. Given the reactants [Br:1][C:2]1[C:7]([O:8][C:9]2[CH:10]=[C:11]([CH:14]=[C:15]([Cl:17])[CH:16]=2)[C:12]#[N:13])=[C:6]([F:18])[C:5]([CH2:19][C:20]2[C:28]3[C:23](=[N:24][N:25]=[CH:26][CH:27]=3)[NH:22][N:21]=2)=[CH:4][CH:3]=1.[CH2:29]=[O:30], predict the reaction product. (4) Given the reactants [Br:1][C:2]1[CH:7]=[CH:6][C:5]([O:8][CH2:9][CH:10]2[CH2:14][O:13]C(C)(C)[N:11]2[C:17]([O:19][C:20]([CH3:23])([CH3:22])[CH3:21])=[O:18])=[C:4]([C:24]([O:26][CH3:27])=[O:25])[CH:3]=1.C1(C)C=CC(S(O)(=O)=O)=CC=1, predict the reaction product. The product is: [Br:1][C:2]1[CH:7]=[CH:6][C:5]([O:8][CH2:9][CH:10]([NH:11][C:17]([O:19][C:20]([CH3:23])([CH3:22])[CH3:21])=[O:18])[CH2:14][OH:13])=[C:4]([CH:3]=1)[C:24]([O:26][CH3:27])=[O:25]. (5) The product is: [C:27]([O:31][C:7]([NH:4][CH:35]1[CH2:40][CH2:39][CH2:38][N:37]([C:41]([O:43][CH2:44][CH:45]2[C:57]3[CH:52]=[CH:53][CH:54]=[CH:55][C:56]=3[C:47]3[C:46]2=[CH:51][CH:50]=[CH:49][CH:48]=3)=[O:42])[CH2:36]1)=[O:17])([CH3:30])([CH3:29])[CH3:28]. Given the reactants C([N:4]([CH:7](C)C)CC)(C)C.C1(P(N=[N+]=[N-])(C2C=CC=CC=2)=[O:17])C=CC=CC=1.[C:27]([OH:31])([CH3:30])([CH3:29])[CH3:28].C([CH:35]1[CH2:40][CH2:39][CH2:38][N:37]([C:41]([O:43][CH2:44][CH:45]2[C:57]3[CH:56]=[CH:55][CH:54]=[CH:53][C:52]=3[C:51]3[C:46]2=[CH:47][CH:48]=[CH:49][CH:50]=3)=[O:42])[CH2:36]1)(O)=O, predict the reaction product. (6) Given the reactants [CH2:1]([S:8][CH2:9][C@@H:10]([C:12]([OH:14])=[O:13])[NH2:11])[C:2]1[CH:7]=[CH:6][CH:5]=[CH:4][CH:3]=1.C[Si](C([Si](C)(C)C)C(N)=O)(C)C.Br[C:28]1[S:29][C:30]([N+:33]([O-:35])=[O:34])=[CH:31][N:32]=1, predict the reaction product. The product is: [CH2:1]([S:8][CH2:9][C@H:10]([NH:11][C:28]1[S:29][C:30]([N+:33]([O-:35])=[O:34])=[CH:31][N:32]=1)[C:12]([OH:14])=[O:13])[C:2]1[CH:7]=[CH:6][CH:5]=[CH:4][CH:3]=1.